Dataset: Forward reaction prediction with 1.9M reactions from USPTO patents (1976-2016). Task: Predict the product of the given reaction. (1) Given the reactants [F:1][C:2]([F:37])([F:36])[C:3]1[CH:4]=[C:5]([CH2:13][O:14][C@@H:15]2[CH2:21][CH2:20][C@@H:19]3[NH:22][C@@:16]2([C:30]2[CH:35]=[CH:34][CH:33]=[CH:32][CH:31]=2)[CH2:17][C@H:18]3[C:23]([O:25]C(C)(C)C)=[O:24])[CH:6]=[C:7]([C:9]([F:12])([F:11])[F:10])[CH:8]=1.[Cl:38]CCl.Cl, predict the reaction product. The product is: [ClH:38].[F:37][C:2]([F:1])([F:36])[C:3]1[CH:4]=[C:5]([CH2:13][O:14][C@@H:15]2[CH2:21][CH2:20][C@@H:19]3[NH:22][C@@:16]2([C:30]2[CH:35]=[CH:34][CH:33]=[CH:32][CH:31]=2)[CH2:17][C@H:18]3[C:23]([OH:25])=[O:24])[CH:6]=[C:7]([C:9]([F:11])([F:12])[F:10])[CH:8]=1. (2) Given the reactants [H-].[Na+].C([O:7][C:8](=[O:18])[CH2:9][CH:10]([CH2:14][CH:15]([CH3:17])[CH3:16])[C:11](O)=O)(C)(C)C.O, predict the reaction product. The product is: [CH2:14]([CH:10]1[CH2:11][O:18][C:8](=[O:7])[CH2:9]1)[CH:15]([CH3:16])[CH3:17]. (3) Given the reactants [CH3:1][N:2]1[C:6]([NH:7][C:8]([C:21]2[CH:26]=[CH:25][CH:24]=[CH:23][CH:22]=2)([C:15]2[CH:20]=[CH:19][CH:18]=[CH:17][CH:16]=2)[C:9]2[CH:14]=[CH:13][CH:12]=[CH:11][CH:10]=2)=[C:5]([NH:27][C:28](=O)[O:29]C2C=CC=CC=2)[CH:4]=[N:3]1.[NH2:37][CH:38]1[CH2:42][CH2:41][N:40]([C:43]([O:45][C:46]([CH3:49])([CH3:48])[CH3:47])=[O:44])[CH2:39]1.C(N(C(C)C)C(C)C)C, predict the reaction product. The product is: [CH3:1][N:2]1[C:6]([NH:7][C:8]([C:15]2[CH:16]=[CH:17][CH:18]=[CH:19][CH:20]=2)([C:21]2[CH:26]=[CH:25][CH:24]=[CH:23][CH:22]=2)[C:9]2[CH:10]=[CH:11][CH:12]=[CH:13][CH:14]=2)=[C:5]([NH:27][C:28]([NH:37][CH:38]2[CH2:42][CH2:41][N:40]([C:43]([O:45][C:46]([CH3:49])([CH3:48])[CH3:47])=[O:44])[CH2:39]2)=[O:29])[CH:4]=[N:3]1. (4) Given the reactants Cl.[Cl:2][C:3]1[CH:8]=[CH:7][CH:6]=[CH:5][C:4]=1[NH:9]N.C([CH2:13][C:14](=O)[C:15]([O-:17])=[O:16])C.[CH2:19](O)[CH3:20], predict the reaction product. The product is: [CH2:19]([O:17][C:15]([C:14]1[NH:9][C:4]2[C:5]([CH:13]=1)=[CH:6][CH:7]=[CH:8][C:3]=2[Cl:2])=[O:16])[CH3:20]. (5) The product is: [C:2]([C:4]1[CH:5]=[C:6]([C:14]2[O:18][N:17]=[C:16]([C:19]3[CH:35]=[CH:34][C:22]4[CH2:23][CH2:24][N:25]([CH2:28][CH2:29][CH2:30][NH:55][C:58](=[O:43])[O:64][C:60]([CH3:63])([CH3:62])[CH3:61])[CH2:26][CH2:27][C:21]=4[CH:20]=3)[N:15]=2)[CH:7]=[CH:8][C:9]=1[O:10][CH:11]([CH3:12])[CH3:13])#[N:3]. Given the reactants [Na+].[C:2]([C:4]1[CH:5]=[C:6]([C:14]2[O:18][N:17]=[C:16]([C:19]3[CH:35]=[CH:34][C:22]4[CH2:23][CH2:24][N:25]([CH2:28][CH2:29][CH2:30]C([O-])=O)[CH2:26][CH2:27][C:21]=4[CH:20]=3)[N:15]=2)[CH:7]=[CH:8][C:9]=1[O:10][CH:11]([CH3:13])[CH3:12])#[N:3].C1(P(N=[N+]=[N-])(C2C=CC=CC=2)=[O:43])C=CC=CC=1.C([N:55]([CH2:58]C)CC)C.[C:60]([OH:64])([CH3:63])([CH3:62])[CH3:61], predict the reaction product. (6) Given the reactants [Br:1][C:2]1[C:11]2[C:10]([CH3:13])([CH3:12])[CH2:9][CH:8]=[C:7]([C:14]([CH3:17])([CH3:16])C)[C:6]=2[CH:5]=[C:4](/[C:18](/[CH3:23])=[C:19](/[F:22])\[CH2:20][OH:21])[C:3]=1[O:24][CH:25](C)[CH3:26].Br[C:29]1C2C(C)(C)CC=C(C(C)(C)C)C=2C=C(/C(/C)=C(/F)\C(OCC)=O)C=1OC(C)C.[H-].C([Al+]CC(C)C)C(C)C, predict the reaction product. The product is: [Br:1][C:2]1[C:11]2[C:10]([CH3:13])([CH3:12])[CH2:9][CH:8]=[C:7]([CH:14]([CH3:16])[CH3:17])[C:6]=2[CH:5]=[C:4](/[C:18](/[CH3:23])=[C:19](/[F:22])\[CH2:20][OH:21])[C:3]=1[O:24][CH2:25][CH2:26][CH3:29].